From a dataset of Full USPTO retrosynthesis dataset with 1.9M reactions from patents (1976-2016). Predict the reactants needed to synthesize the given product. (1) Given the product [Br:33][C:24]1[O:23][C:22]([CH2:21][C@@H:17]2[CH2:18][CH2:19][CH2:20][N:16]2[C:14]([C:9]2[N:10]=[C:11]([CH3:13])[S:12][C:8]=2[C:5]2[CH:4]=[CH:3][C:2]([F:1])=[CH:7][CH:6]=2)=[O:15])=[N:26][C:25]=1[C:27]1[CH:28]=[CH:29][CH:30]=[CH:31][CH:32]=1, predict the reactants needed to synthesize it. The reactants are: [F:1][C:2]1[CH:7]=[CH:6][C:5]([C:8]2[S:12][C:11]([CH3:13])=[N:10][C:9]=2[C:14]([N:16]2[CH2:20][CH2:19][CH2:18][C@H:17]2[CH2:21][C:22]2[O:23][CH:24]=[C:25]([C:27]3[CH:32]=[CH:31][CH:30]=[CH:29][CH:28]=3)[N:26]=2)=[O:15])=[CH:4][CH:3]=1.[Br:33]N1C(=O)CCC1=O. (2) Given the product [CH3:57][C:56]([O:55][C:53]([N:49]1[CH2:50][CH2:51][O:52][C@@H:47]([CH2:46][O:1][C:2]2[CH:3]=[C:4]3[C:8](=[CH:9][CH:10]=2)[NH:7][C:6]([C:11]([O:13][CH3:14])=[O:12])=[CH:5]3)[CH2:48]1)=[O:54])([CH3:59])[CH3:58], predict the reactants needed to synthesize it. The reactants are: [OH:1][C:2]1[CH:3]=[C:4]2[C:8](=[CH:9][CH:10]=1)[NH:7][C:6]([C:11]([O-:13])=[O:12])=[CH:5]2.[C:14]1(P(C2C=CC=CC=2)C2C=CC=CC=2)C=CC=CC=1.N(C(OCC)=O)=NC(OCC)=O.O[CH2:46][C@@H:47]1[O:52][CH2:51][CH2:50][N:49]([C:53]([O:55][C:56]([CH3:59])([CH3:58])[CH3:57])=[O:54])[CH2:48]1. (3) Given the product [C:49](=[O:50])([O:51][C:52]1[CH:53]=[CH:54][C:55]([N+:58]([O-:60])=[O:59])=[CH:56][CH:57]=1)[O:24][C:21]1[CH:22]=[CH:23][C:18]([CH2:17][C@H:16]([NH:25][C:26]([O:27][C@@H:28]2[C@H:35]3[C@H:31]([O:32][CH2:33][CH2:34]3)[O:30][CH2:29]2)=[O:36])[C@H:15]([OH:37])[CH2:14][N:13]([S:10]([C:8]2[CH:7]=[CH:6][C:5]3[O:1][CH2:2][O:3][C:4]=3[CH:9]=2)(=[O:12])=[O:11])[CH2:38][CH:39]([CH3:41])[CH3:40])=[CH:19][CH:20]=1, predict the reactants needed to synthesize it. The reactants are: [O:1]1[C:5]2[CH:6]=[CH:7][C:8]([S:10]([N:13]([CH2:38][CH:39]([CH3:41])[CH3:40])[CH2:14][C@@H:15]([OH:37])[C@@H:16]([NH:25][C:26](=[O:36])[O:27][C@@H:28]3[C@H:35]4[C@H:31]([O:32][CH2:33][CH2:34]4)[O:30][CH2:29]3)[CH2:17][C:18]3[CH:23]=[CH:22][C:21]([OH:24])=[CH:20][CH:19]=3)(=[O:12])=[O:11])=[CH:9][C:4]=2[O:3][CH2:2]1.N1C=CC=CC=1.Cl[C:49]([O:51][C:52]1[CH:57]=[CH:56][C:55]([N+:58]([O-:60])=[O:59])=[CH:54][CH:53]=1)=[O:50].